Task: Regression. Given two drug SMILES strings and cell line genomic features, predict the synergy score measuring deviation from expected non-interaction effect.. Dataset: NCI-60 drug combinations with 297,098 pairs across 59 cell lines (1) Drug 1: C1=CC(=C2C(=C1NCCNCCO)C(=O)C3=C(C=CC(=C3C2=O)O)O)NCCNCCO. Drug 2: C(CC(=O)O)C(=O)CN.Cl. Cell line: KM12. Synergy scores: CSS=25.2, Synergy_ZIP=-0.0741, Synergy_Bliss=-3.01, Synergy_Loewe=-23.4, Synergy_HSA=1.00. (2) Synergy scores: CSS=1.01, Synergy_ZIP=4.76, Synergy_Bliss=8.78, Synergy_Loewe=1.08, Synergy_HSA=3.23. Drug 1: CCCS(=O)(=O)NC1=C(C(=C(C=C1)F)C(=O)C2=CNC3=C2C=C(C=N3)C4=CC=C(C=C4)Cl)F. Cell line: SK-MEL-2. Drug 2: C1=NNC2=C1C(=O)NC=N2.